Dataset: Catalyst prediction with 721,799 reactions and 888 catalyst types from USPTO. Task: Predict which catalyst facilitates the given reaction. Reactant: FC(F)(F)C(O)=O.[CH3:8][O:9][C:10](=[O:26])[C:11]1[CH:16]=[CH:15][C:14]([CH2:17][C:18]([O:20]C(C)(C)C)=[O:19])=[C:13]([CH3:25])[CH:12]=1. Product: [CH3:8][O:9][C:10](=[O:26])[C:11]1[CH:16]=[CH:15][C:14]([CH2:17][C:18]([OH:20])=[O:19])=[C:13]([CH3:25])[CH:12]=1. The catalyst class is: 4.